Dataset: Reaction yield outcomes from USPTO patents with 853,638 reactions. Task: Predict the reaction yield, written as a fraction of the theoretical maximum amount of product (1.0 means a 100% yield; for example, 0.34 means a 34% yield). The reactants are Br[CH2:2][C:3]1[CH:7]=[CH:6][S:5][C:4]=1[C:8]([O:10][CH3:11])=[O:9].[NH3:12].CO. The yield is 0.570. The product is [NH2:12][CH2:2][C:3]1[CH:7]=[CH:6][S:5][C:4]=1[C:8]([O:10][CH3:11])=[O:9]. No catalyst specified.